This data is from Forward reaction prediction with 1.9M reactions from USPTO patents (1976-2016). The task is: Predict the product of the given reaction. (1) Given the reactants [O:1]1[CH2:6][CH2:5][CH:4]([CH2:7][NH2:8])[CH2:3][CH2:2]1.C([O:11][C:12]([C:14]1[N:18]([CH2:19][CH3:20])[N:17]=[CH:16][C:15]=1[CH2:21][N:22]1[CH2:26][CH:25]2[CH2:27][N:28]([C:30]([O:32][CH:33]([C:38]([F:41])([F:40])[F:39])[C:34]([F:37])([F:36])[F:35])=[O:31])[CH2:29][CH:24]2[CH2:23]1)=O)C, predict the reaction product. The product is: [CH2:19]([N:18]1[C:14]([C:12](=[O:11])[NH:8][CH2:7][CH:4]2[CH2:5][CH2:6][O:1][CH2:2][CH2:3]2)=[C:15]([CH2:21][N:22]2[CH2:23][CH:24]3[CH2:29][N:28]([C:30]([O:32][CH:33]([C:38]([F:40])([F:41])[F:39])[C:34]([F:35])([F:36])[F:37])=[O:31])[CH2:27][CH:25]3[CH2:26]2)[CH:16]=[N:17]1)[CH3:20]. (2) Given the reactants [NH2:1][C:2]1[CH:9]=[CH:8][CH:7]=[C:6]([O:10][CH2:11][CH:12]([CH2:15][CH3:16])[CH2:13][CH3:14])[C:3]=1[C:4]#[N:5].O=[C:18]([CH3:25])[CH2:19][C:20]([O:22][CH2:23][CH3:24])=[O:21], predict the reaction product. The product is: [NH2:5][C:4]1[C:3]2[C:2](=[CH:9][CH:8]=[CH:7][C:6]=2[O:10][CH2:11][CH:12]([CH2:15][CH3:16])[CH2:13][CH3:14])[N:1]=[C:18]([CH3:25])[C:19]=1[C:20]([O:22][CH2:23][CH3:24])=[O:21]. (3) Given the reactants Cl[C:2]1[N:7]=[CH:6][C:5]([B:8]([OH:10])[OH:9])=[CH:4][N:3]=1.[NH:11]1[CH2:17][CH2:16][C:15](=[O:18])[NH:14][CH2:13][CH2:12]1, predict the reaction product. The product is: [O:18]=[C:15]1[CH2:16][CH2:17][N:11]([C:2]2[N:7]=[CH:6][C:5]([B:8]([OH:10])[OH:9])=[CH:4][N:3]=2)[CH2:12][CH2:13][NH:14]1. (4) Given the reactants [CH3:1][O:2][C:3](=[O:26])[CH:4]([C:9]1[CH:10]=[C:11]([C:16]2[CH:21]=[CH:20][C:19]([C:22]([F:25])([F:24])[F:23])=[CH:18][CH:17]=2)[CH:12]=[C:13]([OH:15])[CH:14]=1)[CH2:5][CH:6]([CH3:8])[CH3:7].[F:27][C:28]([F:39])([F:38])[C:29]1[CH:34]=[CH:33][C:32](B(O)O)=[CH:31][CH:30]=1, predict the reaction product. The product is: [CH3:1][O:2][C:3](=[O:26])[CH:4]([C:9]1[CH:10]=[C:11]([C:16]2[CH:17]=[CH:18][C:19]([C:22]([F:23])([F:25])[F:24])=[CH:20][CH:21]=2)[CH:12]=[C:13]([O:15][C:32]2[CH:33]=[CH:34][C:29]([C:28]([F:39])([F:38])[F:27])=[CH:30][CH:31]=2)[CH:14]=1)[CH2:5][CH:6]([CH3:8])[CH3:7]. (5) Given the reactants [C:1]([OH:20])(=[O:19])[CH2:2][CH2:3][CH2:4][CH2:5][CH2:6][CH2:7][CH2:8]/[CH:9]=[CH:10]\[CH2:11][CH2:12][CH2:13][CH2:14][CH2:15][CH2:16][CH2:17][CH3:18].[S:21](S([O-])=O)([O-:24])(=[O:23])=[O:22].[Na+].[Na+].[OH-].[Na+].C1C(C(OOC(C)(C)C)=O)=CC=CC=1, predict the reaction product. The product is: [S:21]([CH:10]([CH2:11][CH2:12][CH2:13][CH2:14][CH2:15][CH2:16][CH2:17][CH3:18])[CH2:9][CH2:8][CH2:7][CH2:6][CH2:5][CH2:4][CH2:3][CH2:2][C:1]([OH:20])=[O:19])([OH:24])(=[O:23])=[O:22]. (6) Given the reactants Br[C:2]1[CH:7]=[CH:6][C:5]([C:8]([N:10]2[CH2:15][CH2:14][CH:13]([C:16](=[O:24])[C:17]3[CH:22]=[CH:21][C:20]([Cl:23])=[CH:19][CH:18]=3)[CH2:12][CH2:11]2)=[O:9])=[C:4]([S:25]([CH3:28])(=[O:27])=[O:26])[CH:3]=1.[NH:29]1[CH2:33][CH2:32][CH2:31][C:30]1=[O:34].C(=O)([O-])[O-].[K+].[K+].CNCCNC, predict the reaction product. The product is: [Cl:23][C:20]1[CH:21]=[CH:22][C:17]([C:16]([CH:13]2[CH2:14][CH2:15][N:10]([C:8]([C:5]3[CH:6]=[CH:7][C:2]([N:29]4[CH2:33][CH2:32][CH2:31][C:30]4=[O:34])=[CH:3][C:4]=3[S:25]([CH3:28])(=[O:27])=[O:26])=[O:9])[CH2:11][CH2:12]2)=[O:24])=[CH:18][CH:19]=1. (7) Given the reactants C1(C)C=CC(S([O-])(=O)=O)=CC=1.[NH+]1C=CC=CC=1.[Br:18][C:19]1[C:20]([CH:26]([C:28]2[CH:33]=[CH:32][CH:31]=[C:30]([Cl:34])[CH:29]=2)[OH:27])=[C:21]([Cl:25])[S:22][C:23]=1[Cl:24].[O:35]1[CH:40]=[CH:39][CH2:38][CH2:37][CH2:36]1, predict the reaction product. The product is: [Br:18][C:19]1[C:20]([CH:26]([C:28]2[CH:33]=[CH:32][CH:31]=[C:30]([Cl:34])[CH:29]=2)[O:27][CH:36]2[CH2:37][CH2:38][CH2:39][CH2:40][O:35]2)=[C:21]([Cl:25])[S:22][C:23]=1[Cl:24]. (8) Given the reactants [NH2:1][C@H:2]1[CH2:6][CH2:5][N:4]([C:7]2[CH:8]=[C:9]3[C:14](=[CH:15][CH:16]=2)[CH:13]([CH3:17])[N:12]([C:18]([O:20][C:21]([CH3:24])([CH3:23])[CH3:22])=[O:19])[CH2:11][CH2:10]3)[C:3]1=[O:25].[Cl:26][C:27]1[CH:28]=[C:29]2[C:34](=[CH:35][CH:36]=1)[CH:33]=[C:32]([S:37](Cl)(=[O:39])=[O:38])[CH:31]=[CH:30]2, predict the reaction product. The product is: [Cl:26][C:27]1[CH:28]=[C:29]2[C:34](=[CH:35][CH:36]=1)[CH:33]=[C:32]([S:37]([NH:1][C@H:2]1[CH2:6][CH2:5][N:4]([C:7]3[CH:8]=[C:9]4[C:14](=[CH:15][CH:16]=3)[CH:13]([CH3:17])[N:12]([C:18]([O:20][C:21]([CH3:24])([CH3:23])[CH3:22])=[O:19])[CH2:11][CH2:10]4)[C:3]1=[O:25])(=[O:39])=[O:38])[CH:31]=[CH:30]2. (9) Given the reactants CC1(C)C(C)(C)OB([C:9]2[CH2:18][CH2:17][C:12]3([O:16][CH2:15][CH2:14][O:13]3)[CH2:11][CH:10]=2)O1.[O:20]1[CH2:25][CH:24]=[C:23](OS(C(F)(F)F)(=O)=O)[CH2:22][CH2:21]1.C([O-])([O-])=O.[Na+].[Na+], predict the reaction product. The product is: [O:20]1[CH2:21][CH:22]=[C:23]([C:9]2[CH2:18][CH2:17][C:12]3([O:13][CH2:14][CH2:15][O:16]3)[CH2:11][CH:10]=2)[CH2:24][CH2:25]1.